From a dataset of Reaction yield outcomes from USPTO patents with 853,638 reactions. Predict the reaction yield, written as a fraction of the theoretical maximum amount of product (1.0 means a 100% yield; for example, 0.34 means a 34% yield). The reactants are [CH2:1]([NH:3][C:4]([NH:6][C:7]1[CH:12]=[CH:11][C:10]([C:13]2[N:14]=[C:15]([N:22]3[CH2:27][CH2:26][O:25][CH2:24][C@@H:23]3[CH3:28])[C:16]3[CH2:21][NH:20][CH2:19][C:17]=3[N:18]=2)=[CH:9][CH:8]=1)=[O:5])[CH3:2].C(N(CC)CC)C.[CH3:36][S:37](Cl)(=[O:39])=[O:38]. The catalyst is CC#N. The product is [CH2:1]([NH:3][C:4]([NH:6][C:7]1[CH:12]=[CH:11][C:10]([C:13]2[N:14]=[C:15]([N:22]3[CH2:27][CH2:26][O:25][CH2:24][C@@H:23]3[CH3:28])[C:16]3[CH2:21][N:20]([S:37]([CH3:36])(=[O:39])=[O:38])[CH2:19][C:17]=3[N:18]=2)=[CH:9][CH:8]=1)=[O:5])[CH3:2]. The yield is 0.490.